This data is from Catalyst prediction with 721,799 reactions and 888 catalyst types from USPTO. The task is: Predict which catalyst facilitates the given reaction. Reactant: C([O:8][C:9]1[CH:10]=[C:11]([N:15]([CH2:19][C:20]2[NH:24][CH:23]=[CH:22][N:21]=2)[CH:16]([CH3:18])[CH3:17])[CH:12]=[CH:13][CH:14]=1)C1C=CC=CC=1. Product: [NH:21]1[CH:22]=[CH:23][N:24]=[C:20]1[CH2:19][N:15]([CH:16]([CH3:18])[CH3:17])[C:11]1[CH:10]=[C:9]([OH:8])[CH:14]=[CH:13][CH:12]=1. The catalyst class is: 29.